Dataset: Forward reaction prediction with 1.9M reactions from USPTO patents (1976-2016). Task: Predict the product of the given reaction. (1) The product is: [F:7][C:8]1[CH:15]=[CH:14][CH:13]=[C:12]([N:1]2[CH2:6][CH2:5][O:4][CH2:3][CH2:2]2)[C:9]=1[CH:10]=[O:11]. Given the reactants [NH:1]1[CH2:6][CH2:5][O:4][CH2:3][CH2:2]1.[F:7][C:8]1[CH:15]=[CH:14][CH:13]=[C:12](F)[C:9]=1[CH:10]=[O:11], predict the reaction product. (2) Given the reactants [N:1]1[CH:6]=[CH:5][CH:4]=[CH:3][C:2]=1[C:7]#[C:8][C:9]1[CH:18]=[CH:17][C:16]2[C:11](=[CH:12][CH:13]=[CH:14][C:15]=2CC(C)(C)C([O-])=O)[N:10]=1.[H-].[H-].[H-].[H-].[Li+].[Al+3].C1C[O:35]CC1, predict the reaction product. The product is: [N:1]1[CH:6]=[CH:5][CH:4]=[CH:3][C:2]=1[C:7]#[C:8][C:9]1[CH:18]=[CH:17][C:16]2[C:15]([OH:35])=[CH:14][CH:13]=[CH:12][C:11]=2[N:10]=1. (3) Given the reactants [C:1]([N:3]=[C:4]([N:24]1[CH2:29][CH2:28][NH:27][CH:26]([C:30]2[CH:35]=[CH:34][CH:33]=[CH:32][CH:31]=2)[CH2:25]1)[NH:5][C:6]1[CH:23]=[CH:22][CH:21]=[CH:20][C:7]=1[CH2:8][NH:9][C:10](=[O:19])[O:11][CH2:12][C:13]1[CH:18]=[CH:17][CH:16]=[CH:15][CH:14]=1)#[N:2].[Cl:36][C:37]1[CH:42]=[CH:41][C:40]([N:43]=[C:44]=[O:45])=[CH:39][CH:38]=1, predict the reaction product. The product is: [Cl:36][C:37]1[CH:42]=[CH:41][C:40]([NH:43][C:44]([N:27]2[CH2:28][CH2:29][N:24]([C:4](=[N:3][C:1]#[N:2])[NH:5][C:6]3[CH:23]=[CH:22][CH:21]=[CH:20][C:7]=3[CH2:8][NH:9][C:10](=[O:19])[O:11][CH2:12][C:13]3[CH:14]=[CH:15][CH:16]=[CH:17][CH:18]=3)[CH2:25][CH:26]2[C:30]2[CH:35]=[CH:34][CH:33]=[CH:32][CH:31]=2)=[O:45])=[CH:39][CH:38]=1.